Dataset: TCR-epitope binding with 47,182 pairs between 192 epitopes and 23,139 TCRs. Task: Binary Classification. Given a T-cell receptor sequence (or CDR3 region) and an epitope sequence, predict whether binding occurs between them. The TCR CDR3 sequence is CASSPLSTGRSEGYTF. The epitope is SEISMDNSPNL. Result: 0 (the TCR does not bind to the epitope).